This data is from Full USPTO retrosynthesis dataset with 1.9M reactions from patents (1976-2016). The task is: Predict the reactants needed to synthesize the given product. (1) Given the product [Cl:1][C:2]1[C:32]([Cl:33])=[CH:31][C:5]2[N:6]([CH3:37])[C:7]([C:9]3[CH:28]=[CH:27][C:12]([C:13]([NH:15][CH:16]4[CH2:21][C:20]([CH3:23])([CH3:22])[N:19]([CH3:24])[C:18]([CH3:25])([CH3:26])[CH2:17]4)=[O:14])=[CH:11][C:10]=3[O:29][CH3:30])=[N:8][C:4]=2[CH:3]=1, predict the reactants needed to synthesize it. The reactants are: [Cl:1][C:2]1[C:32]([Cl:33])=[CH:31][C:5]2[N:6]=[C:7]([C:9]3[CH:28]=[CH:27][C:12]([C:13]([NH:15][CH:16]4[CH2:21][C:20]([CH3:23])([CH3:22])[N:19]([CH3:24])[C:18]([CH3:26])([CH3:25])[CH2:17]4)=[O:14])=[CH:11][C:10]=3[O:29][CH3:30])[NH:8][C:4]=2[CH:3]=1.[OH-].[K+].I[CH3:37]. (2) Given the product [ClH:23].[ClH:23].[N:1]12[CH2:8][CH2:7][CH:4]([CH2:5][CH2:6]1)[CH:3]([O:9][C:10]1[CH:11]=[CH:12][C:13]([NH:16][C:17]3[CH:18]=[N:19][CH:20]=[CH:21][CH:22]=3)=[CH:14][CH:15]=1)[CH2:2]2, predict the reactants needed to synthesize it. The reactants are: [N:1]12[CH2:8][CH2:7][CH:4]([CH2:5][CH2:6]1)[CH:3]([O:9][C:10]1[CH:15]=[CH:14][C:13]([NH:16][C:17]3[CH:18]=[N:19][CH:20]=[CH:21][CH:22]=3)=[CH:12][CH:11]=1)[CH2:2]2.[ClH:23].O1CCOCC1.